Dataset: Forward reaction prediction with 1.9M reactions from USPTO patents (1976-2016). Task: Predict the product of the given reaction. (1) Given the reactants [F:1][C:2]([F:7])([F:6])[C:3]([OH:5])=[O:4].[C:8]([C:10]1[CH:15]=[CH:14][C:13]([C:16]([NH:30][CH2:31][CH2:32][CH2:33][NH:34][S:35]([C:38]2[CH:43]=[CH:42][CH:41]=[C:40]([OH:44])[CH:39]=2)(=[O:37])=[O:36])([C:23]2[CH:28]=[CH:27][C:26]([F:29])=[CH:25][CH:24]=2)[C:17]2[N:18]([CH3:22])[CH:19]=[N:20][CH:21]=2)=[CH:12][C:11]=1F)#[N:9].C([O-])([O-])=O.[Cs+].[Cs+], predict the reaction product. The product is: [F:1][C:2]([F:7])([F:6])[C:3]([O-:5])=[O:4].[F:1][C:2]([F:7])([F:6])[C:3]([O-:5])=[O:4].[C:8]([C:10]1[C:15]2=[CH:14][C:13]([C:16]([C:23]3[CH:28]=[CH:27][C:26]([F:29])=[CH:25][CH:24]=3)([C:17]3[NH+:18]([CH3:22])[CH:19]=[N:20][CH:21]=3)[NH2+:30][CH2:31][CH2:32][CH2:33][NH:34][S:35](=[O:37])(=[O:36])[C:38]3[CH:39]=[C:40]([O:44]2)[CH:41]=[CH:42][CH:43]=3)=[CH:12][CH:11]=1)#[N:9]. (2) The product is: [CH2:20]([O:19][C:16]1[CH:17]=[CH:18][C:13]([CH2:12][CH:9]2[S:8][C:7](=[O:22])[NH:6][C:10]2=[O:11])=[CH:14][CH:15]=1)[CH3:21]. Given the reactants [BH4-].[Li+].NCC[N:6]1[C:10](=[O:11])/[C:9](=[CH:12]/[C:13]2[CH:18]=[CH:17][C:16]([O:19][CH2:20][CH3:21])=[CH:15][CH:14]=2)/[S:8][C:7]1=[O:22].Cl, predict the reaction product. (3) Given the reactants [Br:1][C:2]1[CH:3]=[C:4]2[C:9](=[CH:10][CH:11]=1)[NH:8][CH2:7][CH2:6][CH2:5]2.[CH:12]([CH:14]1[CH2:19][CH2:18][N:17]([C:20]([O:22][CH2:23][C:24]2[CH:29]=[CH:28][CH:27]=[CH:26][CH:25]=2)=[O:21])[CH2:16][CH2:15]1)=O.C(O[BH-](OC(=O)C)OC(=O)C)(=O)C.[Na+].C(OCC)(=O)C.CCCCCC, predict the reaction product. The product is: [Br:1][C:2]1[CH:3]=[C:4]2[C:9](=[CH:10][CH:11]=1)[N:8]([CH2:12][CH:14]1[CH2:19][CH2:18][N:17]([C:20]([O:22][CH2:23][C:24]3[CH:25]=[CH:26][CH:27]=[CH:28][CH:29]=3)=[O:21])[CH2:16][CH2:15]1)[CH2:7][CH2:6][CH2:5]2.